This data is from Full USPTO retrosynthesis dataset with 1.9M reactions from patents (1976-2016). The task is: Predict the reactants needed to synthesize the given product. Given the product [C:1]([O:5][C:6]([N:8]([CH2:32][C:33]1[CH:34]=[C:35]([CH:39]=[CH:40][CH:41]=1)[C:36]([O:38][CH2:43][O:44]/[N:45]=[N+:46](\[O-:47])/[N:48]([CH2:51][CH3:52])[CH2:49][CH3:50])=[O:37])[S:9]([C:12]1[CH:17]=[C:16]([C:18]([NH:20][N:21]2[C:29]3[C:24](=[CH:25][CH:26]=[CH:27][CH:28]=3)[CH2:23][CH:22]2[CH3:30])=[O:19])[CH:15]=[CH:14][C:13]=1[Cl:31])(=[O:10])=[O:11])=[O:7])([CH3:2])([CH3:3])[CH3:4], predict the reactants needed to synthesize it. The reactants are: [C:1]([O:5][C:6]([N:8]([CH2:32][C:33]1[CH:34]=[C:35]([CH:39]=[CH:40][CH:41]=1)[C:36]([OH:38])=[O:37])[S:9]([C:12]1[CH:17]=[C:16]([C:18]([NH:20][N:21]2[C:29]3[C:24](=[CH:25][CH:26]=[CH:27][CH:28]=3)[CH2:23][CH:22]2[CH3:30])=[O:19])[CH:15]=[CH:14][C:13]=1[Cl:31])(=[O:11])=[O:10])=[O:7])([CH3:4])([CH3:3])[CH3:2].Cl[CH2:43][O:44]/[N:45]=[N+:46](/[N:48]([CH2:51][CH3:52])[CH2:49][CH3:50])\[O-:47].